This data is from Caco-2 cell permeability data measuring drug intestinal absorption for ~900 compounds. The task is: Regression/Classification. Given a drug SMILES string, predict its absorption, distribution, metabolism, or excretion properties. Task type varies by dataset: regression for continuous measurements (e.g., permeability, clearance, half-life) or binary classification for categorical outcomes (e.g., BBB penetration, CYP inhibition). For this dataset (caco2_wang), we predict Y. (1) The drug is Cc1c(O)c2c(c(C)c1CCO)C(=O)C(C)(C)C2. The Y is -4.76 log Papp (cm/s). (2) The drug is Cc1nnc2n1-c1ccc(Cl)cc1C(c1ccccc1Cl)=NC2. The Y is -4.55 log Papp (cm/s). (3) The drug is CN1CCC(=C2c3ccccc3CC(=O)c3sccc32)CC1. The Y is -3.95 log Papp (cm/s). (4) The Y is -5.90 log Papp (cm/s). The drug is C/N=C(\NC#N)NCCSCc1[nH]cnc1C. (5) The compound is Nc1nc(=O)c2c([nH]1)NCC(CNc1ccc(C(=O)NC(CCC(=O)O)C(=O)O)cc1)N2C=O. The Y is -7.52 log Papp (cm/s). (6) The compound is COc1cccc2c1C(=O)c1c(O)c3c(c(O)c1C2=O)C[C@](O)(C(=O)CO)C[C@H]3O[C@@H]1C[C@@H](N)[C@@H](O)[C@@H](C)O1. The Y is -6.59 log Papp (cm/s).